This data is from Full USPTO retrosynthesis dataset with 1.9M reactions from patents (1976-2016). The task is: Predict the reactants needed to synthesize the given product. (1) Given the product [CH:1]1([C:4]2[N:13]=[C:12]([N:14]3[CH2:15][CH2:16][N:17]([C:20]4[CH:25]=[CH:24][CH:23]=[CH:22][C:21]=4[N:26]4[CH2:30][CH2:31][CH2:32][CH2:27]4)[CH2:18][CH2:19]3)[C:11]3[C:6](=[CH:7][C:8]([O:35][CH3:36])=[C:9]([O:33][CH3:34])[CH:10]=3)[N:5]=2)[CH2:3][CH2:2]1, predict the reactants needed to synthesize it. The reactants are: [CH:1]1([C:4]2[N:13]=[C:12]([N:14]3[CH2:19][CH2:18][N:17]([C:20]4[CH:25]=[CH:24][CH:23]=[CH:22][C:21]=4[NH:26][C:27]4[CH:32]=[CH:31][CH:30]=CC=4)[CH2:16][CH2:15]3)[C:11]3[C:6](=[CH:7][C:8]([O:35][CH3:36])=[C:9]([O:33][CH3:34])[CH:10]=3)[N:5]=2)[CH2:3][CH2:2]1.C1(N)C=CC=CC=1.N1CCCC1. (2) Given the product [S:40]=[C:39]1[O:1][N:2]=[C:3]([C:5]2[CH:6]=[C:7]([N:11]3[C:17](=[O:18])[CH2:16][C:15](=[O:19])[NH:14][C:13]4[C:20]5[C:25]([CH:26]=[CH:27][C:12]3=4)=[CH:24][CH:23]=[CH:22][CH:21]=5)[CH:8]=[CH:9][CH:10]=2)[NH:4]1, predict the reactants needed to synthesize it. The reactants are: [OH:1][NH:2][C:3]([C:5]1[CH:6]=[C:7]([N:11]2[C:17](=[O:18])[CH2:16][C:15](=[O:19])[NH:14][C:13]3[C:20]4[C:25]([CH:26]=[CH:27][C:12]2=3)=[CH:24][CH:23]=[CH:22][CH:21]=4)[CH:8]=[CH:9][CH:10]=1)=[NH:4].C1CCN2C(=NCCC2)CC1.[C:39](N1C=CN=C1)(N1C=CN=C1)=[S:40].Cl. (3) Given the product [CH2:1]([NH:8][N:9]1[C:21]2[C:20]3[CH:19]=[CH:18][CH:17]=[CH:16][C:15]=3[N:14]=[CH:13][C:12]=2[N:11]=[C:10]1[CH2:22][CH2:23][CH2:24][CH3:25])[C:2]1[CH:7]=[CH:6][CH:5]=[CH:4][CH:3]=1, predict the reactants needed to synthesize it. The reactants are: [CH:1](=[N:8][N:9]1[C:21]2[C:20]3[CH:19]=[CH:18][CH:17]=[CH:16][C:15]=3[N:14]=[CH:13][C:12]=2[N:11]=[C:10]1[CH2:22][CH2:23][CH2:24][CH3:25])[C:2]1[CH:7]=[CH:6][CH:5]=[CH:4][CH:3]=1.[BH4-].[Na+]. (4) Given the product [Cl:1][C:2]1[CH:7]=[C:6]([OH:8])[CH:5]=[CH:4][C:3]=1[C:10]1[O:11][C:12]2[C:17]([C:18](=[O:20])[CH:19]=1)=[C:16]([OH:21])[CH:15]=[C:14]([OH:23])[C:13]=2[C@@H:25]1[CH2:29][CH2:28][N:27]([CH3:30])[C@H:26]1[CH2:31][OH:32], predict the reactants needed to synthesize it. The reactants are: [Cl:1][C:2]1[CH:7]=[C:6]([O:8]C)[CH:5]=[CH:4][C:3]=1[C:10]1[O:11][C:12]2[C:17]([C:18](=[O:20])[CH:19]=1)=[C:16]([O:21]C)[CH:15]=[C:14]([O:23]C)[C:13]=2[C@@H:25]1[CH2:29][CH2:28][N:27]([CH3:30])[C@H:26]1[CH2:31][OH:32].Cl.N1C=CC=CC=1. (5) Given the product [O:2]1[C:6]2[CH:7]=[CH:8][CH:9]=[C:10]([CH:11]3[CH2:16][CH2:15][N:14]([CH2:17][CH2:18][C@H:19]4[CH2:20][CH2:21][C@H:22]([NH:25][C:33](=[O:34])[CH2:32][CH:27]5[CH2:28][O:29][CH2:30][CH2:31][O:26]5)[CH2:23][CH2:24]4)[CH2:13][CH2:12]3)[C:5]=2[O:4][CH2:3]1, predict the reactants needed to synthesize it. The reactants are: Cl.[O:2]1[C:6]2[CH:7]=[CH:8][CH:9]=[C:10]([CH:11]3[CH2:16][CH2:15][N:14]([CH2:17][CH2:18][C@H:19]4[CH2:24][CH2:23][C@H:22]([NH2:25])[CH2:21][CH2:20]4)[CH2:13][CH2:12]3)[C:5]=2[O:4][CH2:3]1.[O:26]1[CH2:31][CH2:30][O:29][CH2:28][CH:27]1[CH2:32][C:33](O)=[O:34]. (6) Given the product [CH3:21][N:22]([CH3:24])[CH:23]=[N:16][C:14]([C:8]1[N:7]=[C:6]2[N:10]([CH2:11][CH2:12][O:13][C:4]3[CH:3]=[C:2]([Cl:1])[N:18]=[CH:17][C:5]=32)[CH:9]=1)=[O:15], predict the reactants needed to synthesize it. The reactants are: [Cl:1][C:2]1[N:18]=[CH:17][C:5]2[C:6]3[N:10]([CH2:11][CH2:12][O:13][C:4]=2[CH:3]=1)[CH:9]=[C:8]([C:14]([NH2:16])=[O:15])[N:7]=3.CO[CH:21](OC)[N:22]([CH3:24])[CH3:23].